Dataset: Reaction yield outcomes from USPTO patents with 853,638 reactions. Task: Predict the reaction yield, written as a fraction of the theoretical maximum amount of product (1.0 means a 100% yield; for example, 0.34 means a 34% yield). The reactants are Br[C:2]1[S:3][C:4]([CH2:12][CH2:13][CH2:14][Cl:15])=[C:5]([C:7]([O:9][CH2:10][CH3:11])=[O:8])[N:6]=1.CC1(C)C(C)(C)OB([C:24]2[CH:33]=[C:32]3[C:27]([CH2:28][CH2:29][CH2:30][N:31]3[C:34]([O:36][C:37]([CH3:40])([CH3:39])[CH3:38])=[O:35])=[CH:26][CH:25]=2)O1.[Cl-].[Li+].C(=O)([O-])[O-].[Cs+].[Cs+]. The catalyst is O1CCOCC1.C1C=CC([P]([Pd]([P](C2C=CC=CC=2)(C2C=CC=CC=2)C2C=CC=CC=2)([P](C2C=CC=CC=2)(C2C=CC=CC=2)C2C=CC=CC=2)[P](C2C=CC=CC=2)(C2C=CC=CC=2)C2C=CC=CC=2)(C2C=CC=CC=2)C2C=CC=CC=2)=CC=1.O. The product is [C:37]([O:36][C:34]([N:31]1[C:32]2[C:27](=[CH:26][CH:25]=[C:24]([C:2]3[S:3][C:4]([CH2:12][CH2:13][CH2:14][Cl:15])=[C:5]([C:7]([O:9][CH2:10][CH3:11])=[O:8])[N:6]=3)[CH:33]=2)[CH2:28][CH2:29][CH2:30]1)=[O:35])([CH3:40])([CH3:38])[CH3:39]. The yield is 0.800.